From a dataset of Reaction yield outcomes from USPTO patents with 853,638 reactions. Predict the reaction yield, written as a fraction of the theoretical maximum amount of product (1.0 means a 100% yield; for example, 0.34 means a 34% yield). (1) The reactants are [N:1]1([C:7]2[CH:19]=[C:18]([C:20]([O:22][CH3:23])=[O:21])[C:10]3[NH:11][C:12]([C:14]([F:17])([F:16])[F:15])=[N:13][C:9]=3[CH:8]=2)[CH2:6][CH2:5][O:4][CH2:3][CH2:2]1.C(=O)([O-])[O-].[K+].[K+].Br[CH2:31][C:32]1[CH:37]=[CH:36][CH:35]=[C:34]([Cl:38])[C:33]=1[Cl:39]. The catalyst is CN(C)C=O. The product is [Cl:39][C:33]1[C:34]([Cl:38])=[CH:35][CH:36]=[CH:37][C:32]=1[CH2:31][N:13]1[C:9]2[CH:8]=[C:7]([N:1]3[CH2:6][CH2:5][O:4][CH2:3][CH2:2]3)[CH:19]=[C:18]([C:20]([O:22][CH3:23])=[O:21])[C:10]=2[N:11]=[C:12]1[C:14]([F:17])([F:15])[F:16]. The yield is 0.0605. (2) The reactants are [F:1][C:2]([F:19])([F:18])[C:3]1[CH:4]=[C:5]([C:9]2[CH:17]=[CH:16][CH:15]=[C:14]3[C:10]=2[CH:11]=[CH:12][NH:13]3)[CH:6]=[CH:7][CH:8]=1.[Br-].[Br-].[Br-].[NH+]1C=CC=CC=1.[NH+]1C=CC=CC=1.[NH+]1C=CC=CC=1.C(O)(=[O:43])C. The catalyst is CC(O)(C)C.C(O)C.C(O)(=O)C.[Zn]. The product is [F:19][C:2]([F:1])([F:18])[C:3]1[CH:4]=[C:5]([C:9]2[CH:17]=[CH:16][CH:15]=[C:14]3[C:10]=2[CH2:11][C:12](=[O:43])[NH:13]3)[CH:6]=[CH:7][CH:8]=1. The yield is 0.580.